Dataset: Reaction yield outcomes from USPTO patents with 853,638 reactions. Task: Predict the reaction yield, written as a fraction of the theoretical maximum amount of product (1.0 means a 100% yield; for example, 0.34 means a 34% yield). (1) The reactants are [C@@H]12C[C@@H](C=C1)C(=O)N2.Cl.Cl.[NH2:11][C@@H:12]1[CH2:16][C@H:15]([C:17]([OH:19])=[O:18])[CH:14]=[CH:13]1.CCN(C(C)C)C(C)C.[C:29](O[C:29]([O:31][C:32]([CH3:35])([CH3:34])[CH3:33])=[O:30])([O:31][C:32]([CH3:35])([CH3:34])[CH3:33])=[O:30]. The catalyst is O.O1CCOCC1. The product is [C:32]([O:31][C:29]([NH:11][C@@H:12]1[CH2:16][C@H:15]([C:17]([OH:19])=[O:18])[CH:14]=[CH:13]1)=[O:30])([CH3:35])([CH3:34])[CH3:33]. The yield is 0.500. (2) The reactants are [OH:1][C:2]1[C:3]([I:19])=[C:4]2[C:9](=[CH:10][CH:11]=1)[N:8]=[C:7]([C@:12]1([CH3:18])[CH2:16][O:15][C:14](=[O:17])[NH:13]1)[N:6]=[CH:5]2.[C:20]([CH:24]1[CH2:29][CH2:28][CH:27](OS(C)(=O)=O)[CH2:26][CH2:25]1)([CH3:23])([CH3:22])[CH3:21].C(=O)([O-])[O-].[Cs+].[Cs+].C(O)(C)(C)C.CC(=O)CC. The catalyst is C(Cl)Cl. The product is [C:20]([C@H:24]1[CH2:29][CH2:28][C@H:27]([O:1][C:2]2[C:3]([I:19])=[C:4]3[C:9](=[CH:10][CH:11]=2)[N:8]=[C:7]([C@:12]2([CH3:18])[CH2:16][O:15][C:14](=[O:17])[NH:13]2)[N:6]=[CH:5]3)[CH2:26][CH2:25]1)([CH3:23])([CH3:22])[CH3:21]. The yield is 0.940.